This data is from Catalyst prediction with 721,799 reactions and 888 catalyst types from USPTO. The task is: Predict which catalyst facilitates the given reaction. Reactant: [Cl:1][C:2]1[C:7]([Cl:8])=[CH:6][CH:5]=[CH:4][C:3]=1B(O)O.[F:12][C:13]1[CH:14]=[C:15]([CH:25]([NH:27][C:28]([C:30]2[N:31]=[C:32](Cl)[O:33][CH:34]=2)=[O:29])[CH3:26])[CH:16]=[C:17]([F:24])[C:18]=1[NH:19][S:20]([CH3:23])(=[O:22])=[O:21].C([O-])([O-])=O.[Cs+].[Cs+]. Product: [F:24][C:17]1[CH:16]=[C:15]([CH:25]([NH:27][C:28]([C:30]2[N:31]=[C:32]([C:3]3[CH:4]=[CH:5][CH:6]=[C:7]([Cl:8])[C:2]=3[Cl:1])[O:33][CH:34]=2)=[O:29])[CH3:26])[CH:14]=[C:13]([F:12])[C:18]=1[NH:19][S:20]([CH3:23])(=[O:22])=[O:21]. The catalyst class is: 235.